Dataset: Full USPTO retrosynthesis dataset with 1.9M reactions from patents (1976-2016). Task: Predict the reactants needed to synthesize the given product. (1) Given the product [C:41]([C:39]1[O:38][N:37]=[C:36]([NH:35][C:34]([NH:29][C:26]2[CH:27]=[CH:28][C:23]([C:20]3[N:17]4[CH:18]=[CH:19][C:14]([C:11]5[CH:12]=[N:13][C:8]([N:5]6[CH2:4][CH2:3][N:2]([CH3:1])[CH2:7][CH2:6]6)=[N:9][CH:10]=5)=[CH:15][C:16]4=[N:22][CH:21]=3)=[CH:24][CH:25]=2)=[O:33])[CH:40]=1)([CH3:44])([CH3:42])[CH3:43], predict the reactants needed to synthesize it. The reactants are: [CH3:1][N:2]1[CH2:7][CH2:6][N:5]([C:8]2[N:13]=[CH:12][C:11]([C:14]3[CH:19]=[CH:18][N:17]4[C:20]([C:23]5[CH:28]=[CH:27][C:26]([NH2:29])=[CH:25][CH:24]=5)=[CH:21][N:22]=[C:16]4[CH:15]=3)=[CH:10][N:9]=2)[CH2:4][CH2:3]1.ClC(Cl)(Cl)C[O:33][C:34](=O)[NH:35][C:36]1[CH:40]=[C:39]([C:41]([CH3:44])([CH3:43])[CH3:42])[O:38][N:37]=1.C(N(CC)CC)C. (2) Given the product [NH2:1][C:2]1[N:7]=[C:6]([O:32][CH3:31])[C:5]([C:11]2[CH:12]=[CH:13][C:14](=[O:20])[N:15]([CH:17]([CH3:19])[CH3:18])[N:16]=2)=[C:4]([C:21]2[CH:26]=[CH:25][C:24]([S:27]([CH3:30])(=[O:29])=[O:28])=[CH:23][CH:22]=2)[N:3]=1, predict the reactants needed to synthesize it. The reactants are: [NH2:1][C:2]1[N:7]=[C:6](S(C)=O)[C:5]([C:11]2[CH:12]=[CH:13][C:14](=[O:20])[N:15]([CH:17]([CH3:19])[CH3:18])[N:16]=2)=[C:4]([C:21]2[CH:26]=[CH:25][C:24]([S:27]([CH3:30])(=[O:29])=[O:28])=[CH:23][CH:22]=2)[N:3]=1.[CH3:31][O-:32].[Na+]. (3) Given the product [CH3:31][NH:30][C:28]([C@@H:27]([NH:26][C:8]([CH:7]([CH2:11][CH2:12][O:13][C:14]1[C:19]([F:20])=[C:18]([F:21])[C:17]([F:22])=[C:16]([F:23])[C:15]=1[F:24])[CH2:6][C:4]([O:3][CH2:1][CH3:2])=[O:5])=[O:10])[CH2:32][C:33]1[CH:42]=[CH:41][C:40]2[C:35](=[CH:36][CH:37]=[CH:38][CH:39]=2)[CH:34]=1)=[O:29], predict the reactants needed to synthesize it. The reactants are: [CH2:1]([O:3][C:4]([CH2:6][CH:7]([CH2:11][CH2:12][O:13][C:14]1[C:19]([F:20])=[C:18]([F:21])[C:17]([F:22])=[C:16]([F:23])[C:15]=1[F:24])[C:8]([OH:10])=O)=[O:5])[CH3:2].Cl.[NH2:26][C@@H:27]([CH2:32][C:33]1[CH:42]=[CH:41][C:40]2[C:35](=[CH:36][CH:37]=[CH:38][CH:39]=2)[CH:34]=1)[C:28]([NH:30][CH3:31])=[O:29].C1C=CC2N(O)N=NC=2C=1.CN1CCOCC1.C(Cl)CCl. (4) Given the product [C:13]([C:15]1[CH:16]=[CH:17][C:18]([C:21]2[C:22]([C:23]([C:25]3[N:30]=[C:29]([C:31]([O:33][CH3:34])=[O:32])[CH:28]=[CH:27][CH:26]=3)=[O:24])=[C:54]3[CH:53]=[CH:52][C:51]([O:55][CH3:56])=[CH:50][N:49]3[N:48]=2)=[CH:19][CH:20]=1)#[N:14], predict the reactants needed to synthesize it. The reactants are: C(=O)([O-])[O-].[K+].[K+].O1CCOCC1.[C:13]([C:15]1[CH:20]=[CH:19][C:18]([C:21]#[C:22][C:23]([C:25]2[N:30]=[C:29]([C:31]([O:33][CH3:34])=[O:32])[CH:28]=[CH:27][CH:26]=2)=[O:24])=[CH:17][CH:16]=1)#[N:14].CC1C=C(C)C=C(C)C=1S([O-])(=O)=O.[NH2:48][N+:49]1[CH:54]=[CH:53][CH:52]=[C:51]([O:55][CH3:56])[CH:50]=1. (5) Given the product [OH:34][CH2:33][CH2:35][NH:36][C:28]([C:27]1[C:23]2[CH:22]=[CH:21][C:20]([O:19][C:16]3[CH:15]=[CH:14][N:13]=[C:12]4[CH:11]=[C:10]([C:8]([N:5]5[CH2:6][CH2:7][C@@H:3]([O:2][CH3:1])[CH2:4]5)=[O:9])[S:18][C:17]=34)=[CH:32][C:24]=2[S:25][C:26]=1[CH3:31])=[O:30], predict the reactants needed to synthesize it. The reactants are: [CH3:1][O:2][C@@H:3]1[CH2:7][CH2:6][N:5]([C:8]([C:10]2[S:18][C:17]3[C:12](=[N:13][CH:14]=[CH:15][C:16]=3[O:19][C:20]3[CH:21]=[CH:22][C:23]4[C:27]([C:28]([OH:30])=O)=[C:26]([CH3:31])[S:25][C:24]=4[CH:32]=3)[CH:11]=2)=[O:9])[CH2:4]1.[CH2:33]([CH2:35][NH2:36])[OH:34].C(N(CC)C(C)C)(C)C.CN(C(ON1N=NC2C=CC=CC1=2)=[N+](C)C)C.F[P-](F)(F)(F)(F)F. (6) Given the product [CH:19]([C:13]1([C:10]([N:4]2[CH:5]=[C:6]([N+:7]([O-:9])=[O:8])[C:2]([CH3:1])=[N:3]2)([CH3:12])[CH3:11])[N:17]=[CH:16][NH:15][NH:14]1)([CH3:21])[CH3:20], predict the reactants needed to synthesize it. The reactants are: [CH3:1][C:2]1[C:6]([N+:7]([O-:9])=[O:8])=[CH:5][N:4]([C:10]([C:13]2[NH:17][CH:16]=[N:15][N:14]=2)([CH3:12])[CH3:11])[N:3]=1.Br[CH:19]([CH3:21])[CH3:20].C([O-])([O-])=O.[Cs+].[Cs+]. (7) The reactants are: [NH2:1][C:2]1[O:3][CH:4]([CH:8]([CH3:10])[CH3:9])[C:5](=[O:7])[N:6]=1.[Cl:11][C:12]1[CH:19]=[CH:18][CH:17]=[CH:16][C:13]=1[CH2:14]N. Given the product [Cl:11][C:12]1[CH:19]=[CH:18][CH:17]=[CH:16][C:13]=1[CH2:14][NH:1][C:2]1[O:3][CH:4]([CH:8]([CH3:10])[CH3:9])[C:5](=[O:7])[N:6]=1, predict the reactants needed to synthesize it. (8) Given the product [S:1]1[CH:2]=[C:3]([C:19]([Cl:21])=[O:20])[C:4]2[CH:9]=[CH:8][CH:7]=[CH:6][C:5]1=2, predict the reactants needed to synthesize it. The reactants are: [S:1]1[C:5]2[CH:6]=[CH:7][CH:8]=[CH:9][C:4]=2[CH:3]=[C:2]1C(O)=O.CN(C=O)C.C(Cl)(=O)[C:19]([Cl:21])=[O:20].